This data is from Reaction yield outcomes from USPTO patents with 853,638 reactions. The task is: Predict the reaction yield, written as a fraction of the theoretical maximum amount of product (1.0 means a 100% yield; for example, 0.34 means a 34% yield). (1) The yield is 0.830. The catalyst is ClCCl. The reactants are [NH2:1][C:2]1[CH:31]=[CH:30][C:5]([C:6]([N:8]2[C:17]3[C:12](=[CH:13][CH:14]=[CH:15][CH:16]=3)[C@H:11]([N:18]([C:23]3[CH:28]=[CH:27][CH:26]=[CH:25][CH:24]=3)[C:19](=[O:22])[CH2:20][CH3:21])[CH2:10][C@@H:9]2[CH3:29])=[O:7])=[CH:4][CH:3]=1.[CH2:32]([CH:34]([CH2:37][CH3:38])[CH:35]=O)[CH3:33].C(O[BH-](OC(=O)C)OC(=O)C)(=O)C.[Na+].C(O)(=O)C. The product is [CH2:32]([CH:34]([CH2:37][CH3:38])[CH2:35][NH:1][C:2]1[CH:3]=[CH:4][C:5]([C:6]([N:8]2[C:17]3[C:12](=[CH:13][CH:14]=[CH:15][CH:16]=3)[C@H:11]([N:18]([C:23]3[CH:24]=[CH:25][CH:26]=[CH:27][CH:28]=3)[C:19](=[O:22])[CH2:20][CH3:21])[CH2:10][C@@H:9]2[CH3:29])=[O:7])=[CH:30][CH:31]=1)[CH3:33]. (2) The reactants are Cl[CH2:2][CH2:3][CH2:4][CH2:5][S:6](Cl)(=[O:8])=[O:7].[NH3:10].C(Cl)[Cl:12]. No catalyst specified. The product is [Cl:12][CH:3]([CH3:2])[CH2:4][CH2:5][S:6]([NH2:10])(=[O:8])=[O:7]. The yield is 0.880.